This data is from Reaction yield outcomes from USPTO patents with 853,638 reactions. The task is: Predict the reaction yield, written as a fraction of the theoretical maximum amount of product (1.0 means a 100% yield; for example, 0.34 means a 34% yield). (1) The reactants are [Na:1].[N:2]1([C:11]([CH2:13][C@H:14]([CH2:21][OH:22])[O:15][CH2:16][P:17]([OH:20])([OH:19])=[O:18])=[O:12])[CH:10]=[C:8](C)[C:6](=[O:7])[NH:5][C:3]1=[O:4].N1(C(C[C@H](CO)OCP(OC(C)C)(OC(C)C)=O)=O)C=CC(=O)NC1=O.I[Si](C)(C)C. No catalyst specified. The product is [Na:1].[N:2]1([C:11]([CH2:13][C@H:14]([CH2:21][OH:22])[O:15][CH2:16][P:17]([OH:19])([OH:20])=[O:18])=[O:12])[CH:10]=[CH:8][C:6](=[O:7])[NH:5][C:3]1=[O:4]. The yield is 0.340. (2) The reactants are C([O:9][C:10]1([CH2:13][O:14][C:15]2[CH:24]=[C:23]3[C:18]([C:19]([O:25][C:26]4[CH:31]=[CH:30][C:29]([NH:32][C:33]([C:35]5([C:38](=[O:40])[NH2:39])[CH2:37][CH2:36]5)=[O:34])=[CH:28][C:27]=4[F:41])=[CH:20][CH:21]=[N:22]3)=[CH:17][C:16]=2[O:42][CH3:43])[CH2:12][CH2:11]1)(=O)C1C=CC=CC=1.[OH-].[Na+]. The catalyst is CO. The product is [F:41][C:27]1[CH:28]=[C:29]([N:32]([C:30]2[CH:29]=[CH:28][C:27]([F:41])=[CH:26][CH:31]=2)[C:33]([C:35]2([C:38]([NH2:39])=[O:40])[CH2:36][CH2:37]2)=[O:34])[CH:30]=[CH:31][C:26]=1[O:25][C:19]1[C:18]2[C:23](=[CH:24][C:15]([O:14][CH2:13][C:10]3([OH:9])[CH2:12][CH2:11]3)=[C:16]([O:42][CH3:43])[CH:17]=2)[N:22]=[CH:21][CH:20]=1. The yield is 0.770.